From a dataset of Full USPTO retrosynthesis dataset with 1.9M reactions from patents (1976-2016). Predict the reactants needed to synthesize the given product. (1) Given the product [N+:1]([C:4]1[CH:5]=[C:6]([CH:7]=[CH:8][C:9]=1[N+:10]([O-:12])=[O:11])[CH2:13][N:15]1[CH2:20][CH2:19][O:18][CH2:17][CH2:16]1)([O-:3])=[O:2], predict the reactants needed to synthesize it. The reactants are: [N+:1]([C:4]1[CH:5]=[C:6]([C:13]([N:15]2[CH2:20][CH2:19][O:18][CH2:17][CH2:16]2)=O)[CH:7]=[CH:8][C:9]=1[N+:10]([O-:12])=[O:11])([O-:3])=[O:2].O1CCCC1.B(F)(F)F.CCOCC.[BH4-].[Na+]. (2) Given the product [C:19]([C:17]1[CH:16]=[CH:15][C:3]([CH2:4][N:5]([CH3:14])[CH2:6][C:7]([O:9][C:10]([CH3:13])([CH3:12])[CH3:11])=[O:8])=[C:2]([CH:21]=[CH2:22])[CH:18]=1)#[N:20], predict the reactants needed to synthesize it. The reactants are: Br[C:2]1[CH:18]=[C:17]([C:19]#[N:20])[CH:16]=[CH:15][C:3]=1[CH2:4][N:5]([CH3:14])[CH2:6][C:7]([O:9][C:10]([CH3:13])([CH3:12])[CH3:11])=[O:8].[CH:21](B1OC(C)(C)C(C)(C)O1)=[CH2:22].C([O-])([O-])=O.[K+].[K+]. (3) Given the product [NH:14]1[C:2]2[CH2:7][CH2:6][CH:5]([C:8]([O:10][CH2:11][CH3:12])=[O:9])[CH2:4][C:3]=2[CH:19]=[N:17]1, predict the reactants needed to synthesize it. The reactants are: O=[C:2]1[CH2:7][CH2:6][CH:5]([C:8]([O:10][CH2:11][CH3:12])=[O:9])[CH2:4][CH2:3]1.O.[NH2:14]N.C[N:17]([CH:19](OC)OC)C. (4) Given the product [CH2:1]([O:3][C:4](=[O:27])[CH:5]([O:24][CH2:25][CH3:26])[CH2:6][C:7]1[CH:12]=[CH:11][C:10]([O:13][CH2:14][CH2:15][N:16]([CH2:17][CH2:18][CH2:19][CH2:20][CH2:21][CH2:22][CH3:23])[C:37]([NH:36][C:30]2[CH:31]=[CH:32][C:33]([F:35])=[CH:34][C:29]=2[F:28])=[O:38])=[CH:9][CH:8]=1)[CH3:2], predict the reactants needed to synthesize it. The reactants are: [CH2:1]([O:3][C:4](=[O:27])[CH:5]([O:24][CH2:25][CH3:26])[CH2:6][C:7]1[CH:12]=[CH:11][C:10]([O:13][CH2:14][CH2:15][NH:16][CH2:17][CH2:18][CH2:19][CH2:20][CH2:21][CH2:22][CH3:23])=[CH:9][CH:8]=1)[CH3:2].[F:28][C:29]1[CH:34]=[C:33]([F:35])[CH:32]=[CH:31][C:30]=1[N:36]=[C:37]=[O:38]. (5) Given the product [C:13]([NH:17][C:2]1[CH:10]=[C:9]([F:11])[C:8]([F:12])=[CH:7][C:3]=1[C:4]([OH:6])=[O:5])([CH3:16])([CH3:15])[CH3:14], predict the reactants needed to synthesize it. The reactants are: Br[C:2]1[CH:10]=[C:9]([F:11])[C:8]([F:12])=[CH:7][C:3]=1[C:4]([OH:6])=[O:5].[C:13]([NH2:17])([CH3:16])([CH3:15])[CH3:14].C([O-])(=O)C.[K+].C(N(CC)CC)C.